Dataset: Forward reaction prediction with 1.9M reactions from USPTO patents (1976-2016). Task: Predict the product of the given reaction. (1) Given the reactants [Cl:1][C:2]1[S:6][C:5]([C:7]2[O:11][N:10]=[C:9]([CH2:12][N:13]3[C:21]4[C:16](=[CH:17][C:18]([C:22]([OH:24])=[O:23])=[CH:19][CH:20]=4)[CH:15]=[C:14]3[C:25](=[O:36])[NH:26][CH:27]3[CH2:32][CH2:31][N:30]([CH:33]([CH3:35])[CH3:34])[CH2:29][CH2:28]3)[CH:8]=2)=[CH:4][CH:3]=1.[CH3:37][CH2:38]O.C1CCC(N=C=NC2CCCCC2)CC1, predict the reaction product. The product is: [CH2:37]([O:23][C:22]([C:18]1[CH:17]=[C:16]2[C:21](=[CH:20][CH:19]=1)[N:13]([CH2:12][C:9]1[CH:8]=[C:7]([C:5]3[S:6][C:2]([Cl:1])=[CH:3][CH:4]=3)[O:11][N:10]=1)[C:14]([C:25](=[O:36])[NH:26][CH:27]1[CH2:32][CH2:31][N:30]([CH:33]([CH3:34])[CH3:35])[CH2:29][CH2:28]1)=[CH:15]2)=[O:24])[CH3:38]. (2) Given the reactants [H-].[Na+].[OH:3][C:4]1[CH:5]=[C:6]2[C:11](=[CH:12][CH:13]=1)[NH:10][C:9](=[O:14])[N:8]([CH:15]1[CH2:20][CH2:19][N:18]([CH2:21][C:22]3[CH:27]=[CH:26][CH:25]=[CH:24][CH:23]=3)[CH2:17][CH2:16]1)[CH2:7]2.Br[CH2:29][CH:30]1[O:34][CH2:33][CH2:32][O:31]1.[K+].[Br-], predict the reaction product. The product is: [O:31]1[CH2:32][CH2:33][O:34][CH:30]1[CH2:29][O:3][C:4]1[CH:5]=[C:6]2[C:11](=[CH:12][CH:13]=1)[NH:10][C:9](=[O:14])[N:8]([CH:15]1[CH2:20][CH2:19][N:18]([CH2:21][C:22]3[CH:27]=[CH:26][CH:25]=[CH:24][CH:23]=3)[CH2:17][CH2:16]1)[CH2:7]2. (3) Given the reactants [C:1](Cl)(=[O:8])[C:2]1[CH:7]=[CH:6][CH:5]=[CH:4][CH:3]=1.S(C1C=CC(C)=CC=1)(O)(=O)=O.[CH2:21]([O:28][C:29](=[O:38])[CH:30]([NH2:37])[CH2:31][S:32][C:33]([CH3:36])([CH3:35])[CH3:34])[C:22]1[CH:27]=[CH:26][CH:25]=[CH:24][CH:23]=1, predict the reaction product. The product is: [CH2:21]([O:28][C:29](=[O:38])[CH:30]([NH:37][C:1](=[O:8])[C:2]1[CH:7]=[CH:6][CH:5]=[CH:4][CH:3]=1)[CH2:31][S:32][C:33]([CH3:35])([CH3:34])[CH3:36])[C:22]1[CH:27]=[CH:26][CH:25]=[CH:24][CH:23]=1. (4) Given the reactants [F-].C([N+](CCCC)(CCCC)CCCC)CCC.[Br:19][C:20]1[CH:21]=[C:22]2[C:26](=[CH:27][C:28]=1[Cl:29])[N:25](COCC[Si](C)(C)C)[N:24]=[C:23]2[NH:38][C:39](=[O:43])[CH2:40][CH2:41][CH3:42].C(OCC)(=O)C, predict the reaction product. The product is: [Br:19][C:20]1[CH:21]=[C:22]2[C:26](=[CH:27][C:28]=1[Cl:29])[NH:25][N:24]=[C:23]2[NH:38][C:39](=[O:43])[CH2:40][CH2:41][CH3:42]. (5) Given the reactants [CH3:1][O:2][C:3]([C:5]1[C:10](Cl)=[C:9]([NH:12][CH2:13][C:14]2[O:15][CH:16]=[CH:17][CH:18]=2)[CH:8]=[C:7]([C:19]2[CH:24]=[CH:23][C:22]([Cl:25])=[C:21]([O:26][CH3:27])[C:20]=2[F:28])[N:6]=1)=[O:4].[CH2:29]([O:31]/[CH:32]=[CH:33]\[Sn](CCCC)(CCCC)CCCC)[CH3:30].O, predict the reaction product. The product is: [CH3:1][O:2][C:3]([C:5]1[C:10](/[CH:30]=[CH:29]\[O:31][CH2:32][CH3:33])=[C:9]([NH:12][CH2:13][C:14]2[O:15][CH:16]=[CH:17][CH:18]=2)[CH:8]=[C:7]([C:19]2[CH:24]=[CH:23][C:22]([Cl:25])=[C:21]([O:26][CH3:27])[C:20]=2[F:28])[N:6]=1)=[O:4]. (6) Given the reactants [CH3:1][O:2][C:3]1[C:8]2[N:9]=[C:10]([NH2:12])[S:11][C:7]=2[C:6]([NH:13][CH2:14][CH2:15][O:16][CH3:17])=[CH:5][CH:4]=1.[C:18](Cl)(=[O:20])[CH3:19].[F:22][C:23]1[CH:31]=[CH:30][C:26]([C:27](O)=[O:28])=[CH:25][CH:24]=1.CN(C(ON1N=NC2C=CC=NC1=2)=[N+](C)C)C.F[P-](F)(F)(F)(F)F.CN1CCOCC1, predict the reaction product. The product is: [C:18]([N:13]([CH2:14][CH2:15][O:16][CH3:17])[C:6]1[C:7]2[S:11][C:10]([NH:12][C:27](=[O:28])[C:26]3[CH:30]=[CH:31][C:23]([F:22])=[CH:24][CH:25]=3)=[N:9][C:8]=2[C:3]([O:2][CH3:1])=[CH:4][CH:5]=1)(=[O:20])[CH3:19]. (7) Given the reactants [Br:1][C:2]1[C:10]2[C:9]([C:11]3[CH:12]=[C:13]([CH:15]=[CH:16][CH:17]=3)[NH2:14])=[N:8][CH:7]=[N:6][C:5]=2[NH:4][CH:3]=1.[OH-:18].[Na+].[C:20](O[C:20]([O:22][C:23]([CH3:26])([CH3:25])[CH3:24])=[O:21])([O:22][C:23]([CH3:26])([CH3:25])[CH3:24])=[O:21], predict the reaction product. The product is: [Br:1][C:2]1[C:10]2[C:9]([C:11]3[CH:17]=[CH:16][CH:15]=[C:13]([NH:14][C:20]([O:22][C:23]([CH3:26])([CH3:25])[CH3:24])=[O:18])[CH:12]=3)=[N:8][CH:7]=[N:6][C:5]=2[N:4]([C:20]([O:22][C:23]([CH3:26])([CH3:25])[CH3:24])=[O:21])[CH:3]=1. (8) Given the reactants [CH3:1][N:2]([CH2:4][C:5]1[C:13]2[O:12][N:11]=[C:10]([CH2:14][CH2:15][CH:16]3[CH2:21][CH2:20][NH:19][CH2:18][CH2:17]3)[C:9]=2[CH:8]=[CH:7][C:6]=1[CH2:22][O:23][C:24]1[CH:31]=[CH:30][C:27]([C:28]#[N:29])=[CH:26][CH:25]=1)[CH3:3].[CH:32]([C:34]1[CH:39]=[CH:38][CH:37]=[CH:36][N:35]=1)=O.C(O[BH-](OC(=O)C)OC(=O)C)(=O)C.[Na+].C(=O)(O)[O-].[Na+].C(=O)([O-])[O-].[Na+].[Na+], predict the reaction product. The product is: [CH3:1][N:2]([CH2:4][C:5]1[C:13]2[O:12][N:11]=[C:10]([CH2:14][CH2:15][CH:16]3[CH2:21][CH2:20][N:19]([CH2:32][C:34]4[CH:39]=[CH:38][CH:37]=[CH:36][N:35]=4)[CH2:18][CH2:17]3)[C:9]=2[CH:8]=[CH:7][C:6]=1[CH2:22][O:23][C:24]1[CH:25]=[CH:26][C:27]([C:28]#[N:29])=[CH:30][CH:31]=1)[CH3:3]. (9) Given the reactants [NH2:1][C:2]1[C:7]([C:8]#[N:9])=[C:6]([O:10][CH2:11][CH3:12])[N:5]=[C:4]([C:13]([OH:15])=O)[CH:3]=1.Cl.C(N=C=NCCCN(C)C)C.O.ON1C2C=CC=CC=2N=N1.C(N(C(C)C)CC)(C)C.Cl.Cl.[N:50]1[CH:55]=[CH:54][CH:53]=[CH:52][C:51]=1[C:56]1[S:60][C:59]([S:61]([N:64]2[CH2:69][CH2:68][CH:67]([CH2:70][NH2:71])[CH2:66][CH2:65]2)(=[O:63])=[O:62])=[CH:58][CH:57]=1, predict the reaction product. The product is: [NH2:1][C:2]1[C:7]([C:8]#[N:9])=[C:6]([O:10][CH2:11][CH3:12])[N:5]=[C:4]([C:13]([NH:71][CH2:70][CH:67]2[CH2:66][CH2:65][N:64]([S:61]([C:59]3[S:60][C:56]([C:51]4[CH:52]=[CH:53][CH:54]=[CH:55][N:50]=4)=[CH:57][CH:58]=3)(=[O:63])=[O:62])[CH2:69][CH2:68]2)=[O:15])[CH:3]=1.